From a dataset of Peptide-MHC class I binding affinity with 185,985 pairs from IEDB/IMGT. Regression. Given a peptide amino acid sequence and an MHC pseudo amino acid sequence, predict their binding affinity value. This is MHC class I binding data. (1) The binding affinity (normalized) is 0.502. The MHC is HLA-B27:05 with pseudo-sequence HLA-B27:05. The peptide sequence is IRFRYCAPP. (2) The peptide sequence is LIENELMNY. The MHC is HLA-A01:01 with pseudo-sequence HLA-A01:01. The binding affinity (normalized) is 0.444.